Dataset: Full USPTO retrosynthesis dataset with 1.9M reactions from patents (1976-2016). Task: Predict the reactants needed to synthesize the given product. (1) Given the product [CH2:24]([NH:20][C@@H:17]1[C@@H:15]2[C@@H:14]([CH2:13][N:12]([S:9]([C:6]3[CH:5]=[CH:4][C:3]([C:2]([F:1])([F:21])[F:22])=[CH:8][CH:7]=3)(=[O:10])=[O:11])[CH2:16]2)[CH2:19][CH2:18]1)[CH3:25], predict the reactants needed to synthesize it. The reactants are: [F:1][C:2]([F:22])([F:21])[C:3]1[CH:8]=[CH:7][C:6]([S:9]([N:12]2[CH2:16][C@@H:15]3[C@@H:17]([NH2:20])[CH2:18][CH2:19][C@@H:14]3[CH2:13]2)(=[O:11])=[O:10])=[CH:5][CH:4]=1.I[CH2:24][CH3:25].C(N(CC)CC)C. (2) Given the product [C:1]([NH:5][C:6]([C:8]1[C:16]2[C:11](=[N:12][CH:13]=[C:14]([C:17]3[C:25]4[C:20](=[CH:21][CH:22]=[C:23]([O:26][CH:27]([F:28])[F:29])[CH:24]=4)[N:19]([CH2:30][CH2:31][CH2:32][NH:33][CH3:34])[N:18]=3)[N:15]=2)[NH:10][CH:9]=1)=[O:7])([CH3:4])([CH3:3])[CH3:2], predict the reactants needed to synthesize it. The reactants are: [C:1]([NH:5][C:6]([C:8]1[C:16]2[C:11](=[N:12][CH:13]=[C:14]([C:17]3[C:25]4[C:20](=[CH:21][CH:22]=[C:23]([O:26][CH:27]([F:29])[F:28])[CH:24]=4)[N:19]([CH2:30][CH2:31][CH2:32][N:33](C)[C:34](=O)OC(C)(C)C)[N:18]=3)[N:15]=2)[N:10](COCC[Si](C)(C)C)[CH:9]=1)=[O:7])([CH3:4])([CH3:3])[CH3:2].FC(F)(F)C(O)=O. (3) Given the product [F:18][CH2:19][CH2:20][N:21]([CH3:22])[C:7]([C:5]1[CH:4]=[N:3][N:2]([CH3:1])[CH:6]=1)=[O:9], predict the reactants needed to synthesize it. The reactants are: [CH3:1][N:2]1[CH:6]=[C:5]([C:7]([OH:9])=O)[CH:4]=[N:3]1.CCN(CC)CC.Cl.[F:18][CH2:19][CH2:20][NH:21][CH3:22]. (4) Given the product [Cl:31][C:32]1[CH:39]=[CH:38][CH:37]=[CH:36][C:33]=1[CH2:34][NH:35][C:24]([N:17]1[CH2:16][CH2:15][C:12]2([C:11](=[O:20])[N:10]([C:7]3[CH:8]=[CH:9][C:4]([O:3][C:2]([F:1])([F:21])[F:22])=[CH:5][CH:6]=3)[CH2:14][CH2:13]2)[CH2:19][CH2:18]1)=[O:23], predict the reactants needed to synthesize it. The reactants are: [F:1][C:2]([F:22])([F:21])[O:3][C:4]1[CH:9]=[CH:8][C:7]([N:10]2[CH2:14][CH2:13][C:12]3([CH2:19][CH2:18][NH:17][CH2:16][CH2:15]3)[C:11]2=[O:20])=[CH:6][CH:5]=1.[O:23]=[C:24](Cl)OC(Cl)(Cl)Cl.[Cl:31][C:32]1[CH:39]=[CH:38][CH:37]=[CH:36][C:33]=1[CH2:34][NH2:35].